This data is from Retrosynthesis with 50K atom-mapped reactions and 10 reaction types from USPTO. The task is: Predict the reactants needed to synthesize the given product. Given the product CCCC[Sn](CCCC)(CCCC)c1sccc1P(=O)(OCC)OCC, predict the reactants needed to synthesize it. The reactants are: CCCC[Sn](Cl)(CCCC)CCCC.CCOP(=O)(OCC)c1ccsc1.